Predict the reactants needed to synthesize the given product. From a dataset of Full USPTO retrosynthesis dataset with 1.9M reactions from patents (1976-2016). (1) Given the product [C:38]([O:42][C:43](=[O:44])[N:45]([C@H:46]([C:47](=[O:48])[NH:36][C@@H:29]([CH:30]1[CH2:31][CH2:32][CH2:33][CH2:34][CH2:35]1)[C:28]([N:20]1[CH2:21][C:22]2[C:27](=[CH:26][CH:25]=[CH:24][CH:23]=2)[C@H:19]1[C:17](=[O:18])[NH:16][C:10]1[C:11]([F:15])=[CH:12][CH:13]=[CH:14][C:9]=1[F:8])=[O:37])[CH3:50])[CH3:51])([CH3:39])([CH3:40])[CH3:41], predict the reactants needed to synthesize it. The reactants are: FC(F)(F)C(O)=O.[F:8][C:9]1[CH:14]=[CH:13][CH:12]=[C:11]([F:15])[C:10]=1[NH:16][C:17]([C@@H:19]1[C:27]2[C:22](=[CH:23][CH:24]=[CH:25][CH:26]=2)[CH2:21][N:20]1[C:28](=[O:37])[C@@H:29]([NH2:36])[CH:30]1[CH2:35][CH2:34][CH2:33][CH2:32][CH2:31]1)=[O:18].[C:38]([O:42][C:43]([N:45]([CH3:51])[C@@H:46]([CH3:50])[C:47](O)=[O:48])=[O:44])([CH3:41])([CH3:40])[CH3:39].CN(C(ON1N=NC2C=CC=NC1=2)=[N+](C)C)C.F[P-](F)(F)(F)(F)F.CCN(C(C)C)C(C)C. (2) Given the product [CH2:38]([C:2]1[CH:7]=[C:6]([C:8]2[CH:13]=[CH:12][C:11]([C:14]3[N:15]=[N:16][N:17]([CH:19]4[CH2:25][CH2:24][C:23]5[CH:26]=[CH:27][CH:28]=[CH:29][C:22]=5[N:21]([CH2:30][C:31]([F:34])([F:33])[F:32])[C:20]4=[O:35])[CH:18]=3)=[CH:10][C:9]=2[O:36][CH3:37])[CH:5]=[CH:4][N:3]=1)[CH3:39], predict the reactants needed to synthesize it. The reactants are: Cl[C:2]1[CH:7]=[C:6]([C:8]2[CH:13]=[CH:12][C:11]([C:14]3[N:15]=[N:16][N:17]([CH:19]4[CH2:25][CH2:24][C:23]5[CH:26]=[CH:27][CH:28]=[CH:29][C:22]=5[N:21]([CH2:30][C:31]([F:34])([F:33])[F:32])[C:20]4=[O:35])[CH:18]=3)=[CH:10][C:9]=2[O:36][CH3:37])[CH:5]=[CH:4][N:3]=1.[CH2:38]([Mg]Br)[CH3:39]. (3) Given the product [CH3:1][O:2][C:3]1[CH:8]=[CH:7][C:6]([C:9]([NH:24][C:25]2[CH2:26][O:27][CH2:28][C@:29]([C:32]3[CH:37]=[C:36]([NH:44][CH2:40][CH2:41][CH2:42][CH3:43])[CH:35]=[CH:34][C:33]=3[F:39])([CH3:31])[N:30]=2)([C:16]2[CH:21]=[CH:20][C:19]([O:22][CH3:23])=[CH:18][CH:17]=2)[C:10]2[CH:15]=[CH:14][CH:13]=[CH:12][CH:11]=2)=[CH:5][CH:4]=1, predict the reactants needed to synthesize it. The reactants are: [CH3:1][O:2][C:3]1[CH:8]=[CH:7][C:6]([C:9]([NH:24][C:25]2[CH2:26][O:27][CH2:28][C@:29]([C:32]3[CH:37]=[C:36](Br)[CH:35]=[CH:34][C:33]=3[F:39])([CH3:31])[N:30]=2)([C:16]2[CH:21]=[CH:20][C:19]([O:22][CH3:23])=[CH:18][CH:17]=2)[C:10]2[CH:15]=[CH:14][CH:13]=[CH:12][CH:11]=2)=[CH:5][CH:4]=1.[CH2:40]([NH2:44])[CH2:41][CH2:42][CH3:43]. (4) Given the product [C:1]([NH:4][CH2:5][CH2:6][CH2:7][S:8]([O:11][CH2:12][C:13]([CH3:31])([CH3:32])[C@@H:14]([OH:23])[C:15]([O:17][CH2:18][CH2:19][CH:20]([CH3:21])[CH3:22])=[O:16])(=[O:9])=[O:10])(=[O:3])[CH3:2], predict the reactants needed to synthesize it. The reactants are: [C:1]([NH:4][CH2:5][CH2:6][CH2:7][S:8]([O:11][CH2:12][C:13]([CH3:32])([CH3:31])[C@@H:14]([O:23]CC1C=CC=CC=1)[C:15]([O:17][CH2:18][CH2:19][CH:20]([CH3:22])[CH3:21])=[O:16])(=[O:10])=[O:9])(=[O:3])[CH3:2]. (5) Given the product [Br:1][C:2]1[CH:3]=[C:4]2[C:8](=[CH:9][CH:10]=1)[CH:7]([NH:11][C:13](=[O:16])[CH2:14][CH3:15])[CH2:6][CH2:5]2, predict the reactants needed to synthesize it. The reactants are: [Br:1][C:2]1[CH:3]=[C:4]2[C:8](=[CH:9][CH:10]=1)[C:7](=[N:11]O)[CH2:6][CH2:5]2.[C:13](O[C:13](=[O:16])[CH2:14][CH3:15])(=[O:16])[CH2:14][CH3:15].[BH4-].[Na+].NCCNCCN.